From a dataset of Forward reaction prediction with 1.9M reactions from USPTO patents (1976-2016). Predict the product of the given reaction. (1) Given the reactants C(OC([C:6]1([NH:17]C(=O)C)[CH2:15][C:14]2[C:9](=[CH:10][CH:11]=[CH:12][CH:13]=2)[NH:8][C:7]1=[O:16])=O)C, predict the reaction product. The product is: [NH2:17][CH:6]1[CH2:15][C:14]2[C:9](=[CH:10][CH:11]=[CH:12][CH:13]=2)[NH:8][C:7]1=[O:16]. (2) Given the reactants Br[CH2:2][C:3]([C:5]1[CH:10]=[CH:9][CH:8]=[C:7]([Br:11])[CH:6]=1)=[O:4].[C:12]([O-:15])(=[O:14])[CH3:13].[Na+], predict the reaction product. The product is: [Br:11][C:7]1[CH:6]=[C:5]([C:3](=[O:4])[CH2:2][O:15][C:12](=[O:14])[CH3:13])[CH:10]=[CH:9][CH:8]=1.